Predict the product of the given reaction. From a dataset of Forward reaction prediction with 1.9M reactions from USPTO patents (1976-2016). (1) Given the reactants [NH2:1][CH2:2][CH2:3][O:4][CH2:5][CH2:6][OH:7].[OH-].[Na+].[C:10](O[C:10]([O:12][C:13]([CH3:16])([CH3:15])[CH3:14])=[O:11])([O:12][C:13]([CH3:16])([CH3:15])[CH3:14])=[O:11], predict the reaction product. The product is: [C:10]([CH:6]([OH:7])[CH2:5][O:4][CH2:3][CH2:2][NH2:1])([O:12][C:13]([CH3:16])([CH3:15])[CH3:14])=[O:11]. (2) Given the reactants [CH3:1][C:2]1[CH:18]=[CH:17][C:5]2[NH:6][C:7]([C:9]3([CH2:15][NH2:16])[CH2:14][CH2:13][NH:12][CH2:11][CH2:10]3)=[N:8][C:4]=2[CH:3]=1.Cl[C:20]1[C:21]2[CH:28]=[CH:27][NH:26][C:22]=2[N:23]=[CH:24][N:25]=1.C(N(C(C)C)C(C)C)C, predict the reaction product. The product is: [CH3:1][C:2]1[CH:18]=[CH:17][C:5]2[NH:6][C:7]([C:9]3([CH2:15][NH2:16])[CH2:14][CH2:13][N:12]([C:20]4[C:21]5[CH:28]=[CH:27][NH:26][C:22]=5[N:23]=[CH:24][N:25]=4)[CH2:11][CH2:10]3)=[N:8][C:4]=2[CH:3]=1. (3) Given the reactants FC(F)(F)S(O[C:7]1[CH:8]=[C:9]([C:15]2[CH:20]=[CH:19][CH:18]=[C:17]([C:21]#[N:22])[CH:16]=2)[CH:10]=[CH:11][C:12]=1[CH:13]=[O:14])(=O)=O.[B:25]1([B:25]2[O:29][C:28]([CH3:31])([CH3:30])[C:27]([CH3:33])([CH3:32])[O:26]2)[O:29][C:28]([CH3:31])([CH3:30])[C:27]([CH3:33])([CH3:32])[O:26]1.CC([O-])=O.[K+], predict the reaction product. The product is: [CH:13]([C:12]1[CH:11]=[CH:10][C:9]([C:15]2[CH:20]=[CH:19][CH:18]=[C:17]([C:21]#[N:22])[CH:16]=2)=[CH:8][C:7]=1[B:25]1[O:29][C:28]([CH3:31])([CH3:30])[C:27]([CH3:33])([CH3:32])[O:26]1)=[O:14]. (4) Given the reactants [CH3:1][C:2]([Si:5]([CH3:46])([CH3:45])[O:6][C@H:7]([CH2:37][O:38][C:39]1[CH:44]=[CH:43][CH:42]=[CH:41][CH:40]=1)[CH2:8][N:9]([CH2:17][C@H:18]1[CH2:27][CH2:26][C:25]2[C:20](=[CH:21][CH:22]=[C:23]([C:28]3[CH:33]=[CH:32][N:31]=[C:30]([C:34]([OH:36])=O)[CH:29]=3)[CH:24]=2)[O:19]1)[CH2:10][C:11]1[CH:16]=[CH:15][CH:14]=[CH:13][CH:12]=1)([CH3:4])[CH3:3].[F:47][C:48]1[CH:55]=[CH:54][C:51]([CH2:52][NH2:53])=[CH:50][CH:49]=1.Cl.CN(C)CCCN=C=NCC.ON1C2C=CC=CC=2N=N1, predict the reaction product. The product is: [CH3:1][C:2]([Si:5]([CH3:45])([CH3:46])[O:6][C@H:7]([CH2:37][O:38][C:39]1[CH:40]=[CH:41][CH:42]=[CH:43][CH:44]=1)[CH2:8][N:9]([CH2:17][C@H:18]1[CH2:27][CH2:26][C:25]2[C:20](=[CH:21][CH:22]=[C:23]([C:28]3[CH:33]=[CH:32][N:31]=[C:30]([C:34]([NH:53][CH2:52][C:51]4[CH:54]=[CH:55][C:48]([F:47])=[CH:49][CH:50]=4)=[O:36])[CH:29]=3)[CH:24]=2)[O:19]1)[CH2:10][C:11]1[CH:16]=[CH:15][CH:14]=[CH:13][CH:12]=1)([CH3:4])[CH3:3]. (5) The product is: [I:12][C:13]1[CH:14]=[N:15][N:16]([C:2]2[CH:3]=[CH:4][C:5]([N+:9]([O-:11])=[O:10])=[C:6]([CH3:8])[CH:7]=2)[CH:17]=1. Given the reactants F[C:2]1[CH:3]=[CH:4][C:5]([N+:9]([O-:11])=[O:10])=[C:6]([CH3:8])[CH:7]=1.[I:12][C:13]1[CH:14]=[N:15][NH:16][CH:17]=1.C(=O)([O-])[O-].[K+].[K+], predict the reaction product. (6) Given the reactants C([O:8][C:9]1[CH:36]=[CH:35][C:34]([CH2:37][CH2:38][N:39]2[CH2:44][CH2:43][N:42]([CH2:45][CH3:46])[CH2:41][CH2:40]2)=[CH:33][C:10]=1[C:11]([NH:13][C:14]1[CH:26]=[C:25]([C:27]2[CH:32]=[CH:31][CH:30]=[CH:29][CH:28]=2)[CH:24]=[CH:23][C:15]=1[C:16]([O:18][C:19]([CH3:22])([CH3:21])[CH3:20])=[O:17])=[O:12])C1C=CC=CC=1, predict the reaction product. The product is: [CH2:45]([N:42]1[CH2:41][CH2:40][N:39]([CH2:38][CH2:37][C:34]2[CH:35]=[CH:36][C:9]([OH:8])=[C:10]([CH:33]=2)[C:11]([NH:13][C:14]2[CH:26]=[C:25]([C:27]3[CH:32]=[CH:31][CH:30]=[CH:29][CH:28]=3)[CH:24]=[CH:23][C:15]=2[C:16]([O:18][C:19]([CH3:22])([CH3:21])[CH3:20])=[O:17])=[O:12])[CH2:44][CH2:43]1)[CH3:46]. (7) Given the reactants Br[C:2]1[C:3]2[C:7]([CH:8]=[CH:9][CH:10]=1)=[N:6][N:5]1[C:11]([CH:16]3[CH2:21][CH2:20][N:19]([C:22]([O:24][C:25]([CH3:28])([CH3:27])[CH3:26])=[O:23])[CH2:18][CH2:17]3)=[CH:12][C:13](=[O:15])[NH:14][C:4]=21.[C:29]([O:33][C:34]([N:36]1[CH:40]=[CH:39][CH:38]=[C:37]1B(O)O)=[O:35])([CH3:32])([CH3:31])[CH3:30].C(=O)([O-])[O-].[Na+].[Na+], predict the reaction product. The product is: [C:29]([O:33][C:34]([N:36]1[CH:40]=[CH:39][CH:38]=[C:37]1[C:2]1[C:3]2[C:7]([CH:8]=[CH:9][CH:10]=1)=[N:6][N:5]1[C:11]([CH:16]3[CH2:21][CH2:20][N:19]([C:22]([O:24][C:25]([CH3:26])([CH3:27])[CH3:28])=[O:23])[CH2:18][CH2:17]3)=[CH:12][C:13](=[O:15])[NH:14][C:4]=21)=[O:35])([CH3:32])([CH3:30])[CH3:31].